From a dataset of CYP2C9 inhibition data for predicting drug metabolism from PubChem BioAssay. Regression/Classification. Given a drug SMILES string, predict its absorption, distribution, metabolism, or excretion properties. Task type varies by dataset: regression for continuous measurements (e.g., permeability, clearance, half-life) or binary classification for categorical outcomes (e.g., BBB penetration, CYP inhibition). Dataset: cyp2c9_veith. (1) The molecule is COc1ccc(CNc2ncnc3ccc(-c4ccoc4)cc23)c(OC)c1. The result is 0 (non-inhibitor). (2) The molecule is CCN1CCc2nc(N)oc2CC1. The result is 0 (non-inhibitor). (3) The molecule is O=C(C[C@@H]1C=Cc2ccccc2N1C(=O)c1ccccc1)c1ccccc1. The result is 1 (inhibitor). (4) The molecule is O=c1[nH]n(-c2cccc(Cl)c2)c2ncccc12. The result is 0 (non-inhibitor). (5) The compound is CN1CCN(c2nc(-c3ccccc3)cc(C(F)(F)F)n2)CC1. The result is 0 (non-inhibitor).